Dataset: Forward reaction prediction with 1.9M reactions from USPTO patents (1976-2016). Task: Predict the product of the given reaction. (1) Given the reactants [CH:1]1(/[C:6](/[N:10]2[CH:14]=[C:13]([C:15]3[C:16]4[CH:23]=[CH:22][N:21](COCC[Si](C)(C)C)[C:17]=4[N:18]=[CH:19][N:20]=3)[CH:12]=[N:11]2)=[CH:7]/[C:8]#[N:9])[CH2:5][CH2:4][CH2:3][CH2:2]1, predict the reaction product. The product is: [CH:1]1(/[C:6](/[N:10]2[CH:14]=[C:13]([C:15]3[C:16]4[CH:23]=[CH:22][NH:21][C:17]=4[N:18]=[CH:19][N:20]=3)[CH:12]=[N:11]2)=[CH:7]/[C:8]#[N:9])[CH2:5][CH2:4][CH2:3][CH2:2]1. (2) Given the reactants Br[C:2]1[C:3]([C:12]#[N:13])=[N:4][C:5]([C:8]([CH3:11])([CH3:10])[CH3:9])=[CH:6][CH:7]=1.[CH2:14]1[CH2:18]O[CH2:16][CH2:15]1, predict the reaction product. The product is: [C:8]([C:5]1[N:4]=[C:3]([C:12]#[N:13])[C:2]([CH2:16][C:15]2[C:6]([CH3:7])=[CH:5][C:8]([CH3:10])=[CH:9][C:14]=2[CH3:18])=[CH:7][CH:6]=1)([CH3:11])([CH3:10])[CH3:9]. (3) Given the reactants [CH3:1][O:2][C:3]1[CH:4]=[C:5]2[C:10](=[CH:11][C:12]=1[O:13][CH3:14])[N:9]=[CH:8][N:7]=[C:6]2[O:15][C:16]1[CH:22]=[CH:21][C:19]([NH2:20])=[C:18]([N+:23]([O-:25])=[O:24])[CH:17]=1.C(N(CC)CC)C.Cl[C:34](Cl)([O:36]C(=O)OC(Cl)(Cl)Cl)Cl.[O:45]1[CH2:50][CH2:49][N:48]([CH2:51][CH2:52][NH2:53])[CH2:47][CH2:46]1, predict the reaction product. The product is: [CH3:1][O:2][C:3]1[CH:4]=[C:5]2[C:10](=[CH:11][C:12]=1[O:13][CH3:14])[N:9]=[CH:8][N:7]=[C:6]2[O:15][C:16]1[CH:22]=[CH:21][C:19]([NH:20][C:34]([NH:53][CH2:52][CH2:51][N:48]2[CH2:49][CH2:50][O:45][CH2:46][CH2:47]2)=[O:36])=[C:18]([N+:23]([O-:25])=[O:24])[CH:17]=1. (4) Given the reactants [C:1]([C:3]1[CH:8]=[CH:7][C:6]([CH:9]2[C:18]3[C:13](=[CH:14][CH:15]=[N:16][C:17]=3[O:19][CH2:20][CH3:21])[NH:12][C:11]([CH3:22])=[C:10]2[C:23]([O:25]CCC#N)=[O:24])=[C:5]([O:30][C:31]([F:34])([F:33])[F:32])[CH:4]=1)#[N:2].[OH-].[Na+].C(OCC)C.O, predict the reaction product. The product is: [C:1]([C:3]1[CH:8]=[CH:7][C:6]([CH:9]2[C:18]3[C:13](=[CH:14][CH:15]=[N:16][C:17]=3[O:19][CH2:20][CH3:21])[NH:12][C:11]([CH3:22])=[C:10]2[C:23]([OH:25])=[O:24])=[C:5]([O:30][C:31]([F:32])([F:33])[F:34])[CH:4]=1)#[N:2]. (5) Given the reactants [O:1]=[C:2]1[CH2:7][CH:6]2[CH:8]([C:9](O)=O)[CH:3]1[CH2:4][CH2:5]2.[CH2:12]([N:15]1[C:22]([NH2:23])=[C:21]([NH2:24])[C:19](=[O:20])[N:18]([CH2:25][CH2:26][CH3:27])[C:16]1=[O:17])[CH2:13][CH3:14].Cl, predict the reaction product. The product is: [O:1]=[C:2]1[CH2:7][CH:6]2[CH:8]([C:9]3[NH:24][C:21]4[C:19](=[O:20])[N:18]([CH2:25][CH2:26][CH3:27])[C:16](=[O:17])[N:15]([CH2:12][CH2:13][CH3:14])[C:22]=4[N:23]=3)[CH:3]1[CH2:4][CH2:5]2.